The task is: Predict the product of the given reaction.. This data is from Forward reaction prediction with 1.9M reactions from USPTO patents (1976-2016). (1) Given the reactants [CH3:1][O:2][C:3]1[C@H:4]([CH:11]([CH3:13])[CH3:12])[N:5]=[C:6]([O:9][CH3:10])[CH2:7][N:8]=1.C([Li])CCC.[F:19][C:20]1[CH:27]=[C:26]([C:28]([F:31])([F:30])[F:29])[CH:25]=[CH:24][C:21]=1[CH2:22]Br, predict the reaction product. The product is: [CH3:10][O:9][C:6]1[C@@H:7]([CH2:22][C:21]2[CH:24]=[CH:25][C:26]([C:28]([F:29])([F:31])[F:30])=[CH:27][C:20]=2[F:19])[N:8]=[C:3]([O:2][CH3:1])[C@H:4]([CH:11]([CH3:13])[CH3:12])[N:5]=1. (2) Given the reactants [NH2:1]C1C=CC(C2C3C(=NC=NC=3N)N(C3CCN(C4CCN(C)CC4)CC3)N=2)=CC=1[O:31]C.[CH3:33][N:34]1[C:42]2[C:37](=[CH:38][CH:39]=[CH:40][CH:41]=2)[CH:36]=[C:35]1[C:43](Cl)=[O:44].[OH-].[Na+], predict the reaction product. The product is: [OH-:31].[NH4+:1].[CH3:33][N:34]1[C:42]2[C:37](=[CH:38][CH:39]=[CH:40][CH:41]=2)[CH:36]=[C:35]1[C:43]([NH2:1])=[O:44]. (3) Given the reactants Br[C:2]1[C:3]([N:9]2[CH2:14][CH2:13][O:12][CH2:11][CH2:10]2)=[N:4][C:5]([Cl:8])=[N:6][CH:7]=1.[CH2:15]([O:17][C:18](=[O:34])[C:19]1[CH:24]=[C:23](B2OC(C)(C)C(C)(C)O2)[CH:22]=[N:21][CH:20]=1)[CH3:16].C(Cl)Cl.C(=O)([O-])[O-].[Na+].[Na+], predict the reaction product. The product is: [CH2:15]([O:17][C:18](=[O:34])[C:19]1[CH:24]=[C:23]([C:2]2[C:3]([N:9]3[CH2:14][CH2:13][O:12][CH2:11][CH2:10]3)=[N:4][C:5]([Cl:8])=[N:6][CH:7]=2)[CH:22]=[N:21][CH:20]=1)[CH3:16]. (4) Given the reactants [Br:1][C:2]1[CH:3]=[C:4]([CH:7]=[O:8])[NH:5][CH:6]=1.[Li+].CC([N-]C(C)C)C.[S:17](Cl)([C:20]1[CH:26]=[CH:25][C:23]([CH3:24])=[CH:22][CH:21]=1)(=[O:19])=[O:18], predict the reaction product. The product is: [Br:1][C:2]1[CH:3]=[C:4]([CH:7]=[O:8])[NH:5][CH:6]=1.[S:17]([N:5]1[CH:6]=[C:2]([Br:1])[CH:3]=[C:4]1[CH:7]=[O:8])([C:20]1[CH:26]=[CH:25][C:23]([CH3:24])=[CH:22][CH:21]=1)(=[O:19])=[O:18]. (5) Given the reactants [Si:1]([O:8][C@H:9]1[CH2:18][C:17]([CH3:20])([CH3:19])[CH2:16][C:15]2[N:14]=[C:13]([C:21](OC)=[O:22])[C:12]3[C@@H:25]([C:33]4[CH:38]=[CH:37][C:36]([C:39]([F:42])([F:41])[F:40])=[CH:35][CH:34]=4)[O:26][C:27]4([CH2:32][CH2:31][O:30][CH2:29][CH2:28]4)[C:11]=3[C:10]1=2)([C:4]([CH3:7])([CH3:6])[CH3:5])([CH3:3])[CH3:2].[H-].[Al+3].[Li+].[H-].[H-].[H-].Cl, predict the reaction product. The product is: [Si:1]([O:8][C@H:9]1[CH2:18][C:17]([CH3:20])([CH3:19])[CH2:16][C:15]2[N:14]=[C:13]([CH2:21][OH:22])[C:12]3[C@@H:25]([C:33]4[CH:38]=[CH:37][C:36]([C:39]([F:42])([F:40])[F:41])=[CH:35][CH:34]=4)[O:26][C:27]4([CH2:32][CH2:31][O:30][CH2:29][CH2:28]4)[C:11]=3[C:10]1=2)([C:4]([CH3:5])([CH3:6])[CH3:7])([CH3:3])[CH3:2]. (6) Given the reactants [O:1]1[CH2:5][CH2:4][CH2:3][CH2:2]1.BrC1C=C[C:10]([S:13][C:14]2[CH:19]=[CH:18][CH:17]=[CH:16][CH:15]=2)=[N:11][CH:12]=1.C([Li])CCC.CN(C)C=O, predict the reaction product. The product is: [C:14]1([S:13][C:10]2[N:11]=[CH:12][C:4]([CH:5]=[O:1])=[CH:3][CH:2]=2)[CH:19]=[CH:18][CH:17]=[CH:16][CH:15]=1. (7) Given the reactants [N:1]([CH:4]1[CH2:21][CH2:20][C:7]2=[C:8]([C:15]([O:17][CH2:18][CH3:19])=[O:16])[S:9][C:10]([S:11][CH:12]([CH3:14])[CH3:13])=[C:6]2[C:5]1=[O:22])=[N+]=[N-].[C:23](OC(=O)C)(=[O:25])[CH3:24], predict the reaction product. The product is: [C:23]([NH:1][CH:4]1[CH2:21][CH2:20][C:7]2=[C:8]([C:15]([O:17][CH2:18][CH3:19])=[O:16])[S:9][C:10]([S:11][CH:12]([CH3:14])[CH3:13])=[C:6]2[C:5]1=[O:22])(=[O:25])[CH3:24]. (8) Given the reactants B(Br)(Br)Br.C[O:6][C:7]1[CH:8]=[C:9]2[C:14](=[CH:15][CH:16]=1)[CH:13]=[C:12]([C:17]1[CH:22]=[C:21]([C:23]([O:25][CH3:26])=[O:24])[CH:20]=[CH:19][N:18]=1)[CH:11]=[CH:10]2.[OH-].[Na+], predict the reaction product. The product is: [OH:6][C:7]1[CH:8]=[C:9]2[C:14](=[CH:15][CH:16]=1)[CH:13]=[C:12]([C:17]1[CH:22]=[C:21]([C:23]([O:25][CH3:26])=[O:24])[CH:20]=[CH:19][N:18]=1)[CH:11]=[CH:10]2.